The task is: Predict the product of the given reaction.. This data is from Forward reaction prediction with 1.9M reactions from USPTO patents (1976-2016). (1) The product is: [CH:32]([C:2]1[C:3]([CH2:15][O:16][C:17]2[CH:22]=[CH:21][C:20]([C:23]3[C:27]([CH3:28])=[C:26]([Cl:29])[N:25]([CH3:30])[N:24]=3)=[CH:19][C:18]=2[CH3:31])=[C:4]([N:8]2[C:12](=[O:13])[N:11]([CH3:14])[N:10]=[N:9]2)[CH:5]=[CH:6][CH:7]=1)=[CH2:33]. Given the reactants Br[C:2]1[C:3]([CH2:15][O:16][C:17]2[CH:22]=[CH:21][C:20]([C:23]3[C:27]([CH3:28])=[C:26]([Cl:29])[N:25]([CH3:30])[N:24]=3)=[CH:19][C:18]=2[CH3:31])=[C:4]([N:8]2[C:12](=[O:13])[N:11]([CH3:14])[N:10]=[N:9]2)[CH:5]=[CH:6][CH:7]=1.[CH2:32]([Sn](CCCC)(CCCC)C=C)[CH2:33]CC.C1(C)C=CC=CC=1, predict the reaction product. (2) Given the reactants [Mg].Br[C:3]1[C:4]([F:12])=[CH:5][C:6]([Cl:11])=[C:7]([O:9][CH3:10])[CH:8]=1.[C:13](OCC)(=[O:19])[C:14]([O:16][CH2:17][CH3:18])=[O:15].[Cl-].[NH4+], predict the reaction product. The product is: [Cl:11][C:6]1[C:7]([O:9][CH3:10])=[CH:8][C:3]([C:13](=[O:19])[C:14]([O:16][CH2:17][CH3:18])=[O:15])=[C:4]([F:12])[CH:5]=1. (3) Given the reactants [CH3:1][C:2]1[C:3](=[O:14])[O:4][CH2:5][C@H:6]([C:8]2[CH:13]=[CH:12][CH:11]=[CH:10][CH:9]=2)[N:7]=1.Br[CH2:16][CH2:17][CH:18]([CH2:21][CH3:22])[CH2:19][CH3:20], predict the reaction product. The product is: [CH2:19]([CH:18]([CH2:21][CH3:22])[CH2:17][CH2:16][C@@:2]1([CH3:1])[C:3](=[O:14])[O:4][CH2:5][C@H:6]([C:8]2[CH:13]=[CH:12][CH:11]=[CH:10][CH:9]=2)[NH:7]1)[CH3:20].